From a dataset of Merck oncology drug combination screen with 23,052 pairs across 39 cell lines. Regression. Given two drug SMILES strings and cell line genomic features, predict the synergy score measuring deviation from expected non-interaction effect. (1) Drug 1: N#Cc1ccc(Cn2cncc2CN2CCN(c3cccc(Cl)c3)C(=O)C2)cc1. Drug 2: NC1CCCCC1N.O=C(O)C(=O)O.[Pt+2]. Cell line: LNCAP. Synergy scores: synergy=-47.5. (2) Drug 1: CCC1=CC2CN(C1)Cc1c([nH]c3ccccc13)C(C(=O)OC)(c1cc3c(cc1OC)N(C)C1C(O)(C(=O)OC)C(OC(C)=O)C4(CC)C=CCN5CCC31C54)C2. Drug 2: CC(C)CC(NC(=O)C(Cc1ccccc1)NC(=O)c1cnccn1)B(O)O. Cell line: UWB1289BRCA1. Synergy scores: synergy=-13.6. (3) Drug 1: O=P1(N(CCCl)CCCl)NCCCO1. Drug 2: CC(C)CC(NC(=O)C(Cc1ccccc1)NC(=O)c1cnccn1)B(O)O. Cell line: SKMES1. Synergy scores: synergy=-10.3. (4) Drug 1: CN(Cc1cnc2nc(N)nc(N)c2n1)c1ccc(C(=O)NC(CCC(=O)O)C(=O)O)cc1. Drug 2: Cc1nc(Nc2ncc(C(=O)Nc3c(C)cccc3Cl)s2)cc(N2CCN(CCO)CC2)n1. Cell line: A427. Synergy scores: synergy=6.64.